This data is from Reaction yield outcomes from USPTO patents with 853,638 reactions. The task is: Predict the reaction yield, written as a fraction of the theoretical maximum amount of product (1.0 means a 100% yield; for example, 0.34 means a 34% yield). The reactants are C(=O)([O-])[O-].[K+].[K+].Cl.O.[NH:9]1[CH2:14][CH2:13][C:12](=[O:15])[CH2:11][CH2:10]1.[CH3:16][S:17](Cl)(=[O:19])=[O:18]. The catalyst is C(Cl)(Cl)Cl.O. The product is [CH3:16][S:17]([N:9]1[CH2:14][CH2:13][C:12](=[O:15])[CH2:11][CH2:10]1)(=[O:19])=[O:18]. The yield is 0.870.